Task: Predict the reactants needed to synthesize the given product.. Dataset: Full USPTO retrosynthesis dataset with 1.9M reactions from patents (1976-2016) Given the product [F:39][C:40]([F:45])([F:44])[C:41]([OH:43])=[O:42].[CH3:36][S:35][C:11]1[S:10][C:9]([C:8]([NH2:37])=[NH:7])=[CH:13][C:12]=1[S:14]([C:17]1[CH:18]=[C:19]([C:23]2[CH:28]=[CH:27][CH:26]=[C:25]([C:29](=[O:34])[C:30]([F:32])([F:33])[F:31])[CH:24]=2)[CH:20]=[CH:21][CH:22]=1)(=[O:16])=[O:15], predict the reactants needed to synthesize it. The reactants are: C(OC(=O)[NH:7][C:8](=[NH:37])[C:9]1[S:10][C:11]([S:35][CH3:36])=[C:12]([S:14]([C:17]2[CH:18]=[C:19]([C:23]3[CH:28]=[CH:27][CH:26]=[C:25]([C:29](=[O:34])[C:30]([F:33])([F:32])[F:31])[CH:24]=3)[CH:20]=[CH:21][CH:22]=2)(=[O:16])=[O:15])[CH:13]=1)(C)(C)C.[F:39][C:40]([F:45])([F:44])[C:41]([OH:43])=[O:42].